This data is from Catalyst prediction with 721,799 reactions and 888 catalyst types from USPTO. The task is: Predict which catalyst facilitates the given reaction. (1) Reactant: [C:1]1([C@@H:7]([OH:9])[CH3:8])[CH:6]=[CH:5][CH:4]=[CH:3][CH:2]=1.[C:10]([N:17]1[CH:21]=[CH:20]N=[CH:18]1)(N1C=CN=C1)=[O:11].[CH3:22][N:23]([CH2:30][C:31]1[CH:32]=[N:33][C:34]([C:37]2[CH:42]=[CH:41][C:40]([S:43]([CH3:46])(=[O:45])=[O:44])=[CH:39][CH:38]=2)=[CH:35][CH:36]=1)[CH:24]1CCNC[CH2:25]1. Product: [CH3:22][N:23]([CH2:30][C:31]1[CH:32]=[N:33][C:34]([C:37]2[CH:42]=[CH:41][C:40]([S:43]([CH3:46])(=[O:45])=[O:44])=[CH:39][CH:38]=2)=[CH:35][CH:36]=1)[CH:24]1[CH2:25][CH2:18][N:17]([C:10]([O:9][C@H:7]([C:1]2[CH:6]=[CH:5][CH:4]=[CH:3][CH:2]=2)[CH3:8])=[O:11])[CH2:21][CH2:20]1. The catalyst class is: 2. (2) Reactant: [F:1][C:2]1[CH:25]=[C:24]([N+:26]([O-])=O)[CH:23]=[CH:22][C:3]=1[O:4][C:5]1[CH:10]=[CH:9][N:8]=[C:7]2[CH:11]=[C:12]([C:14]3[CH:15]=[N:16][N:17]([CH2:19][CH:20]=[O:21])[CH:18]=3)[S:13][C:6]=12.[BH4-].[Na+]. Product: [NH2:26][C:24]1[CH:23]=[CH:22][C:3]([O:4][C:5]2[CH:10]=[CH:9][N:8]=[C:7]3[CH:11]=[C:12]([C:14]4[CH:15]=[N:16][N:17]([CH2:19][CH2:20][OH:21])[CH:18]=4)[S:13][C:6]=23)=[C:2]([F:1])[CH:25]=1. The catalyst class is: 61. (3) Reactant: [CH3:1][O:2][C:3]1[CH:8]=[CH:7][C:6]([Mg]Br)=[CH:5][CH:4]=1.[Mg].[Br-].[CH3:13][O:14]C1C=CC=CC=1.[C:21]1([Mg]Br)[CH:26]=[CH:25][CH:24]=[CH:23][CH:22]=1. Product: [CH3:1][O:2][C:3]1[CH:8]=[CH:7][C:6]([C@@H:13]([OH:14])[C:21]2[CH:26]=[CH:25][CH:24]=[CH:23][CH:22]=2)=[CH:5][CH:4]=1. The catalyst class is: 1. (4) Reactant: [CH3:1][C:2]1([CH3:22])[C:14]2[C:6]([N:7]=[C:8]3[C:13]=2[CH:12]=[CH:11][CH:10]=[CH:9]3)=[CH:5][C:4]2[CH:15]=[C:16]3[C:21]([C:3]1=2)=[CH:20][CH2:19][CH:18]=[CH:17]3.Br[C:24]1[CH:36]=[CH:35][C:34]2[C:33]3[C:28](=[CH:29][CH:30]=[CH:31][CH:32]=3)[C:27]([CH3:38])([CH3:37])[C:26]=2[CH:25]=1.S(=O)(O)[O-].[Na+].C(C1C=C(C(C)(C)C)C=C(C(O)=O)C=1O)(C)(C)C.C(=O)([O-])[O-].[K+].[K+].C(C1C=CC=CC=1)CCCCCCCCCCC. Product: [CH3:1][C:2]1([CH3:22])[C:14]2[C:6]([N:7]=[C:8]3[C:13]=2[CH:12]=[CH:11][CH:10]=[CH:9]3)=[CH:5][C:4]2[CH:15]=[C:16]3[C:21]([C:3]1=2)=[CH:20][CH:19]([C:24]1[CH:36]=[CH:35][C:34]2[C:33]4[C:28](=[CH:29][CH:30]=[CH:31][CH:32]=4)[C:27]([CH3:38])([CH3:37])[C:26]=2[CH:25]=1)[CH:18]=[CH:17]3. The catalyst class is: 536. (5) Reactant: C([O-])([O-])=O.[Cs+].[Cs+].[F:7][C:8]1[CH:9]=[CH:10][C:11](I)=[C:12]([NH2:14])[CH:13]=1.[CH2:16](B(CC)CC)[CH3:17]. Product: [CH2:16]([C:11]1[CH:10]=[CH:9][C:8]([F:7])=[CH:13][C:12]=1[NH2:14])[CH3:17]. The catalyst class is: 3.